Dataset: Peptide-MHC class I binding affinity with 185,985 pairs from IEDB/IMGT. Task: Regression. Given a peptide amino acid sequence and an MHC pseudo amino acid sequence, predict their binding affinity value. This is MHC class I binding data. (1) The peptide sequence is RYFTVAFLF. The MHC is HLA-B27:05 with pseudo-sequence HLA-B27:05. The binding affinity (normalized) is 0.213. (2) The peptide sequence is TQGYFPDWQNY. The binding affinity (normalized) is 0.110. The MHC is HLA-A26:01 with pseudo-sequence HLA-A26:01. (3) The peptide sequence is VPRENATAF. The MHC is HLA-B38:01 with pseudo-sequence HLA-B38:01. The binding affinity (normalized) is 0.0847.